From a dataset of Reaction yield outcomes from USPTO patents with 853,638 reactions. Predict the reaction yield, written as a fraction of the theoretical maximum amount of product (1.0 means a 100% yield; for example, 0.34 means a 34% yield). (1) The reactants are [CH2:1]([N:8]1[C:20]2[CH:19]=[CH:18][C:17](Br)=[CH:16][C:15]=2[C:14]2[C:9]1=[CH:10][CH:11]=[C:12](Br)[CH:13]=2)[C:2]1[CH:7]=[CH:6][CH:5]=[CH:4][CH:3]=1.[CH:23]1[C:35]2[NH:34][C:33]3[C:28](=[CH:29][CH:30]=[CH:31][CH:32]=3)[C:27]=2[CH:26]=[CH:25][CH:24]=1.C([N:38]1[C:50]2[CH:49]=[CH:48][C:47](Br)=[CH:46][C:45]=2[C:44]2[C:39]1=[CH:40][CH:41]=[C:42](Br)[CH:43]=2)C. No catalyst specified. The product is [CH2:1]([N:8]1[C:20]2[CH:19]=[CH:18][C:17]([N:34]3[C:33]4[CH:32]=[CH:31][CH:30]=[CH:29][C:28]=4[C:27]4[C:35]3=[CH:23][CH:24]=[CH:25][CH:26]=4)=[CH:16][C:15]=2[C:14]2[C:9]1=[CH:10][CH:11]=[C:12]([N:38]1[C:50]3[CH:49]=[CH:48][CH:47]=[CH:46][C:45]=3[C:44]3[C:39]1=[CH:40][CH:41]=[CH:42][CH:43]=3)[CH:13]=2)[C:2]1[CH:7]=[CH:6][CH:5]=[CH:4][CH:3]=1. The yield is 0.700. (2) The reactants are Br[C:2]1[C:10]2[C:5](=[N:6][C:7]([NH:11][CH3:12])=[N:8][CH:9]=2)[N:4]([CH2:13][CH:14]2[CH2:19][CH2:18][CH:17]([NH:20][C:21](=[O:27])[O:22][C:23]([CH3:26])([CH3:25])[CH3:24])[CH2:16][CH2:15]2)[N:3]=1.B(O)(O)[C:29]1[CH:30]=[CH:31][C:32]([CH3:35])=[CH:33][CH:34]=1.P(=O)([O-])[O-].[K+].[K+].O1CCOCC1. The catalyst is CCOC(C)=O.C1C=CC([P]([Pd]([P](C2C=CC=CC=2)(C2C=CC=CC=2)C2C=CC=CC=2)([P](C2C=CC=CC=2)(C2C=CC=CC=2)C2C=CC=CC=2)[P](C2C=CC=CC=2)(C2C=CC=CC=2)C2C=CC=CC=2)(C2C=CC=CC=2)C2C=CC=CC=2)=CC=1.O. The product is [CH3:12][NH:11][C:7]1[N:6]=[C:5]2[N:4]([CH2:13][CH:14]3[CH2:19][CH2:18][CH:17]([NH:20][C:21](=[O:27])[O:22][C:23]([CH3:26])([CH3:25])[CH3:24])[CH2:16][CH2:15]3)[N:3]=[C:2]([C:29]3[CH:34]=[CH:33][C:32]([CH3:35])=[CH:31][CH:30]=3)[C:10]2=[CH:9][N:8]=1. The yield is 0.890. (3) The reactants are [C:1]12([CH:11]([OH:44])[CH2:12][N:13]3[C:18](=[O:19])[C:17]([CH2:20][C:21]4[CH:26]=[CH:25][C:24]([C:27]5[CH:32]=[CH:31][CH:30]=[CH:29][C:28]=5[C:33]5[NH:37][C:36](=[O:38])[O:35][N:34]=5)=[CH:23][CH:22]=4)=[C:16]([CH2:39][CH2:40][CH2:41][CH3:42])[N:15]=[C:14]3[CH3:43])[CH2:10][CH:5]3[CH2:6][CH:7]([CH2:9][CH:3]([CH2:4]3)[CH2:2]1)[CH2:8]2.CC(OI1(OC(C)=O)(OC(C)=O)OC(=O)C2C1=CC=CC=2)=O.C(=O)([O-])O.[Na+].S([O-])([O-])(=O)=S.[Na+].[Na+]. The catalyst is C(Cl)Cl. The product is [C:1]12([C:11](=[O:44])[CH2:12][N:13]3[C:18](=[O:19])[C:17]([CH2:20][C:21]4[CH:26]=[CH:25][C:24]([C:27]5[CH:32]=[CH:31][CH:30]=[CH:29][C:28]=5[C:33]5[NH:37][C:36](=[O:38])[O:35][N:34]=5)=[CH:23][CH:22]=4)=[C:16]([CH2:39][CH2:40][CH2:41][CH3:42])[N:15]=[C:14]3[CH3:43])[CH2:10][CH:5]3[CH2:4][CH:3]([CH2:9][CH:7]([CH2:6]3)[CH2:8]1)[CH2:2]2. The yield is 0.730.